Dataset: Reaction yield outcomes from USPTO patents with 853,638 reactions. Task: Predict the reaction yield, written as a fraction of the theoretical maximum amount of product (1.0 means a 100% yield; for example, 0.34 means a 34% yield). (1) The reactants are [CH3:1][N:2]1[CH2:8][C@@H:7]2[C@H:3]1[CH2:4][N:5]([C:9]1[CH:10]=[C:11]([C:15]3[CH:23]=[C:22]4[C:18]([CH:19]=[CH:20][NH:21]4)=[CH:17][CH:16]=3)[CH:12]=[N:13][CH:14]=1)[CH2:6]2.[CH3:24][C:25]1[CH:26]=[CH:27][C:28]([S:31]([OH:34])(=[O:33])=[O:32])=[CH:29][CH:30]=1.O. The catalyst is CCOC(C)=O.CCO. The product is [S:31]([C:28]1[CH:29]=[CH:30][C:25]([CH3:24])=[CH:26][CH:27]=1)([OH:34])(=[O:33])=[O:32].[CH3:1][N:2]1[CH2:8][C@@H:7]2[C@H:3]1[CH2:4][N:5]([C:9]1[CH:10]=[C:11]([C:15]3[CH:23]=[C:22]4[C:18]([CH:19]=[CH:20][NH:21]4)=[CH:17][CH:16]=3)[CH:12]=[N:13][CH:14]=1)[CH2:6]2. The yield is 0.744. (2) The reactants are [CH:1]1([CH2:4][N:5]2[CH2:10][CH2:9][C:8](=O)[CH2:7][CH2:6]2)[CH2:3][CH2:2]1.[C:12]([NH:19][CH:20]1[CH2:25][CH2:24][NH:23][CH2:22][CH2:21]1)([O:14][C:15]([CH3:18])([CH3:17])[CH3:16])=[O:13].C(O[BH-](OC(=O)C)OC(=O)C)(=O)C.[Na+].O. The catalyst is C1COCC1.CC(O)=O. The product is [CH:1]1([CH2:4][N:5]2[CH2:10][CH2:9][CH:8]([N:23]3[CH2:22][CH2:21][CH:20]([NH:19][C:12](=[O:13])[O:14][C:15]([CH3:17])([CH3:16])[CH3:18])[CH2:25][CH2:24]3)[CH2:7][CH2:6]2)[CH2:3][CH2:2]1. The yield is 0.310. (3) The reactants are C([O-])([O-])=O.[K+].[K+].[CH3:7][O:8][C:9](=[O:35])/[CH:10]=[CH:11]/[C:12]1[CH:17]=[CH:16][C:15]([C:18]2[CH:23]=[CH:22][C:21]([OH:24])=[C:20]([C:25]34[CH2:34][CH:29]5[CH2:30][CH:31]([CH2:33][CH:27]([CH2:28]5)[CH2:26]3)[CH2:32]4)[CH:19]=2)=[CH:14][CH:13]=1.Cl.Cl[CH2:38][CH2:39][N:40]1[CH2:45][CH2:44][O:43][CH2:42][CH2:41]1. The catalyst is CN(C=O)C. The product is [CH3:7][O:8][C:9](=[O:35])/[CH:10]=[CH:11]/[C:12]1[CH:13]=[CH:14][C:15]([C:18]2[CH:23]=[CH:22][C:21]([O:24][CH2:38][CH2:39][N:40]3[CH2:45][CH2:44][O:43][CH2:42][CH2:41]3)=[C:20]([C:25]34[CH2:34][CH:29]5[CH2:30][CH:31]([CH2:33][CH:27]([CH2:28]5)[CH2:26]3)[CH2:32]4)[CH:19]=2)=[CH:16][CH:17]=1. The yield is 0.600. (4) The reactants are [N+:1]([C:4]1[CH:9]=[CH:8][CH:7]=[CH:6][C:5]=1[CH2:10][C:11](=O)[CH3:12])([O-])=O.[C]=O. The catalyst is C1([Fe](=C=O)=C=O)C=CC=C1.C1(C)C=CC=CC=1. The product is [CH3:12][C:11]1[NH:1][C:4]2[C:5]([CH:10]=1)=[CH:6][CH:7]=[CH:8][CH:9]=2. The yield is 0.890. (5) The reactants are [CH:1]([C:4]1[CH:9]=[CH:8][C:7]([N+:10]([O-])=O)=[CH:6][N:5]=1)([CH3:3])[CH3:2]. The catalyst is CO.[Ni]. The product is [CH:1]([C:4]1[CH:9]=[CH:8][C:7]([NH2:10])=[CH:6][N:5]=1)([CH3:3])[CH3:2]. The yield is 0.520.